From a dataset of Peptide-MHC class I binding affinity with 185,985 pairs from IEDB/IMGT. Regression. Given a peptide amino acid sequence and an MHC pseudo amino acid sequence, predict their binding affinity value. This is MHC class I binding data. (1) The peptide sequence is TLFVWYFWQK. The MHC is HLA-A03:01 with pseudo-sequence HLA-A03:01. The binding affinity (normalized) is 0.704. (2) The peptide sequence is FLPGQYMNI. The MHC is HLA-A26:01 with pseudo-sequence HLA-A26:01. The binding affinity (normalized) is 0.0847. (3) The peptide sequence is ATIDNYNKF. The MHC is HLA-A29:02 with pseudo-sequence HLA-A29:02. The binding affinity (normalized) is 0.374. (4) The peptide sequence is IVNRNRQGY. The MHC is HLA-A01:01 with pseudo-sequence HLA-A01:01. The binding affinity (normalized) is 0.136. (5) The peptide sequence is RGVFVLGFL. The MHC is Mamu-B8701 with pseudo-sequence Mamu-B8701. The binding affinity (normalized) is 0. (6) The peptide sequence is YMLKHVVW. The MHC is Mamu-A11 with pseudo-sequence Mamu-A11. The binding affinity (normalized) is 0.663. (7) The peptide sequence is NVKNLYEKVK. The MHC is HLA-A11:01 with pseudo-sequence HLA-A11:01. The binding affinity (normalized) is 0.141.